Task: Binary Classification. Given a miRNA mature sequence and a target amino acid sequence, predict their likelihood of interaction.. Dataset: Experimentally validated miRNA-target interactions with 360,000+ pairs, plus equal number of negative samples (1) The miRNA is hsa-miR-6718-5p with sequence UAGUGGUCAGAGGGCUUAUGA. The protein sequence of the target gene is MASSVGNVADSTGLAELAHREYQAGDFEAAERHCMQLWRQEPDNTGVLLLLSSIHFQCRRLDRSAHFSTLAIKQNPLLAEAYSNLGNVYKERGQLQEAIEHYRHALRLKPDFIDGYINLAAALVAAGDMEGAVQAYVSALQYNPDLYCVRSDLGNLLKALGRLEEAKACYLKAIETQPNFAVAWSNLGCVFNAQGEIWLAIHHFEKAVTLDPNFLDAYINLGNVLKEARIFDRAVAAYLRALSLSPNHAVVHGNLACVYYEQGLIDLAIDTYRRAIELQPHFPDAYCNLANALKEKGSVA.... Result: 0 (no interaction). (2) Result: 1 (interaction). The miRNA is hsa-miR-335-5p with sequence UCAAGAGCAAUAACGAAAAAUGU. The protein sequence of the target gene is MSTTGQVIRCKAAILWKPGAPFSIEEVEVAPPKAKEVRIKVVATGLCGTEMKVLGSKHLDLLYPTILGHEGAGIVESIGEGVSTVKPGDKVITLFLPQCGECTSCLNSEGNFCIQFKQSKTQLMSDGTSRFTCKGKSIYHFGNTSTFCEYTVIKEISVAKIDAVAPLEKVCLISCGFSTGFGAAINTAKVTPGSTCAVFGLGGVGLSVVMGCKAAGAARIIGVDVNKEKFKKAQELGATECLNPQDLKKPIQEVLFDMTDAGIDFCFEAIGNLDVLAAALASCNESYGVCVVVGVLPASV.... (3) The miRNA is hsa-miR-3136-3p with sequence UGGCCCAACCUAUUCAGUUAGU. The protein sequence of the target gene is METNCRKLVSACVQLGVQPAAVECLFSKDSEIKKVEFTDSPESRKEAASSKFFPRQHPGANEKDKSQQGKNEDVGAEDPSKKKRQRRQRTHFTSQQLQELEATFQRNRYPDMSTREEIAVWTNLTEARVRVWFKNRRAKWRKRERNQQAELCKNGFGPQFNGLMQPYDDMYPGYSYNNWAAKGLTSASLSTKSFPFFNSMNVNPLSSQSMFSPPNSISSMSMSSSMVPSAVTGVPGSSLNSLNNLNNLSSPSLNSAVPTPACPYAPPTPPYVYRDTCNSSLASLRLKAKQHSSFGYASVQ.... Result: 0 (no interaction).